This data is from Catalyst prediction with 721,799 reactions and 888 catalyst types from USPTO. The task is: Predict which catalyst facilitates the given reaction. (1) Reactant: Br[C:2]1[C:11]2[C:6](=[CH:7][C:8]([Cl:12])=[CH:9][CH:10]=2)[C:5]([Cl:13])=[N:4][CH:3]=1.[Li]CCCC.B(OC(C)C)(OC(C)C)[O:20]C(C)C.OO.[OH-].[Na+].[O-]S([O-])=O.[Na+].[Na+]. Product: [Cl:13][C:5]1[C:6]2[C:11](=[CH:10][CH:9]=[C:8]([Cl:12])[CH:7]=2)[C:2]([OH:20])=[CH:3][N:4]=1. The catalyst class is: 387. (2) Product: [OH:8][C@@H:9]1[C@@:34]2([CH3:35])[C:13](=[CH:14][CH:15]=[C:16]3[C@@H:33]2[CH2:32][CH2:31][C@@:30]2([CH3:36])[C@H:17]3[CH2:18][CH:19]=[C:20]2[C:21]([O:24][CH2:25][C:26]([OH:29])([CH3:27])[CH3:28])([CH3:22])[CH3:23])[CH2:12][C@@H:11]([OH:37])[CH2:10]1. The catalyst class is: 7. Reactant: [Si]([O:8][C@@H:9]1[C@@:34]2([CH3:35])[C:13](=[CH:14][CH:15]=[C:16]3[C@@H:33]2[CH2:32][CH2:31][C@@:30]2([CH3:36])[C@H:17]3[CH2:18][CH:19]=[C:20]2[C:21]([O:24][CH2:25][C:26]([OH:29])([CH3:28])[CH3:27])([CH3:23])[CH3:22])[CH2:12][C@@H:11]([O:37][Si](C(C)(C)C)(C)C)[CH2:10]1)(C(C)(C)C)(C)C.O1CCCC1.[F-].C([N+](CCCC)(CCCC)CCCC)CCC. (3) Reactant: ClC(Cl)(O[C:5](=[O:11])OC(Cl)(Cl)Cl)Cl.[C:13]1([C:27]2[CH:32]=[CH:31][CH:30]=[CH:29][CH:28]=2)[CH:18]=[CH:17][C:16]([CH2:19][CH2:20][CH2:21][CH2:22][CH2:23][CH2:24][CH2:25][NH2:26])=[CH:15][CH:14]=1.CCN(C(C)C)C(C)C. Product: [C:13]1([C:27]2[CH:28]=[CH:29][CH:30]=[CH:31][CH:32]=2)[CH:14]=[CH:15][C:16]([CH2:19][CH2:20][CH2:21][CH2:22][CH2:23][CH2:24][CH2:25][N:26]=[C:5]=[O:11])=[CH:17][CH:18]=1. The catalyst class is: 4. (4) Reactant: [CH3:1][S:2]([O:5][C:6]1[CH:11]=[C:10]([C:12]2([C:20]3[CH:25]=[CH:24][C:23]([F:26])=[C:22](Br)[CH:21]=3)[C:16](=[O:17])[N:15]([CH3:18])[C:14]([NH2:19])=[N:13]2)[CH:9]=[CH:8][C:7]=1[CH2:28][CH3:29])(=[O:4])=[O:3].[N:30]1[CH:35]=[C:34](B(O)O)[CH:33]=[N:32][CH:31]=1.C(=O)([O-])[O-].[K+].[K+].O. Product: [CH3:1][S:2]([O:5][C:6]1[CH:11]=[C:10]([C:12]2([C:20]3[CH:25]=[CH:24][C:23]([F:26])=[C:22]([C:34]4[CH:35]=[N:30][CH:31]=[N:32][CH:33]=4)[CH:21]=3)[C:16](=[O:17])[N:15]([CH3:18])[C:14]([NH2:19])=[N:13]2)[CH:9]=[CH:8][C:7]=1[CH2:28][CH3:29])(=[O:4])=[O:3]. The catalyst class is: 253. (5) Reactant: I[C:2]1[CH:7]=[CH:6][CH:5]=[CH:4][C:3]=1[O:8][CH3:9].C[Si]([C:14]#[CH:15])(C)C.C(N(CC)CC)C. Product: [C:14]([C:2]1[CH:7]=[CH:6][CH:5]=[CH:4][C:3]=1[O:8][CH3:9])#[CH:15]. The catalyst class is: 9.